This data is from NCI-60 drug combinations with 297,098 pairs across 59 cell lines. The task is: Regression. Given two drug SMILES strings and cell line genomic features, predict the synergy score measuring deviation from expected non-interaction effect. (1) Cell line: HCT116. Drug 2: C1C(C(OC1N2C=NC3=C(N=C(N=C32)Cl)N)CO)O. Synergy scores: CSS=30.1, Synergy_ZIP=-5.36, Synergy_Bliss=3.49, Synergy_Loewe=-1.02, Synergy_HSA=3.13. Drug 1: C1=CC(=CC=C1CC(C(=O)O)N)N(CCCl)CCCl.Cl. (2) Drug 1: C1CCN(CC1)CCOC2=CC=C(C=C2)C(=O)C3=C(SC4=C3C=CC(=C4)O)C5=CC=C(C=C5)O. Drug 2: C1CN1P(=S)(N2CC2)N3CC3. Cell line: HCT-15. Synergy scores: CSS=4.05, Synergy_ZIP=-0.108, Synergy_Bliss=4.79, Synergy_Loewe=-2.89, Synergy_HSA=-1.86. (3) Drug 1: C1=NC2=C(N=C(N=C2N1C3C(C(C(O3)CO)O)O)F)N. Drug 2: C(CN)CNCCSP(=O)(O)O. Cell line: UACC62. Synergy scores: CSS=-3.81, Synergy_ZIP=1.46, Synergy_Bliss=0.227, Synergy_Loewe=-1.28, Synergy_HSA=-2.15. (4) Drug 1: CC1C(C(CC(O1)OC2CC(CC3=C2C(=C4C(=C3O)C(=O)C5=C(C4=O)C(=CC=C5)OC)O)(C(=O)CO)O)N)O.Cl. Drug 2: CCCCC(=O)OCC(=O)C1(CC(C2=C(C1)C(=C3C(=C2O)C(=O)C4=C(C3=O)C=CC=C4OC)O)OC5CC(C(C(O5)C)O)NC(=O)C(F)(F)F)O. Cell line: T-47D. Synergy scores: CSS=47.4, Synergy_ZIP=0.909, Synergy_Bliss=0.807, Synergy_Loewe=-2.15, Synergy_HSA=0.471. (5) Drug 1: COC1=C(C=C2C(=C1)N=CN=C2NC3=CC(=C(C=C3)F)Cl)OCCCN4CCOCC4. Drug 2: CC1=C(C=C(C=C1)C(=O)NC2=CC(=CC(=C2)C(F)(F)F)N3C=C(N=C3)C)NC4=NC=CC(=N4)C5=CN=CC=C5. Cell line: U251. Synergy scores: CSS=10.4, Synergy_ZIP=-3.47, Synergy_Bliss=-0.591, Synergy_Loewe=-2.96, Synergy_HSA=-2.30. (6) Drug 1: CC1=CC=C(C=C1)C2=CC(=NN2C3=CC=C(C=C3)S(=O)(=O)N)C(F)(F)F. Drug 2: COC1=NC(=NC2=C1N=CN2C3C(C(C(O3)CO)O)O)N. Cell line: OVCAR-8. Synergy scores: CSS=-3.39, Synergy_ZIP=3.42, Synergy_Bliss=4.53, Synergy_Loewe=-2.09, Synergy_HSA=-1.67. (7) Drug 1: C1=CC(=CC=C1CCCC(=O)O)N(CCCl)CCCl. Drug 2: CCN(CC)CCNC(=O)C1=C(NC(=C1C)C=C2C3=C(C=CC(=C3)F)NC2=O)C. Cell line: NCI-H522. Synergy scores: CSS=18.8, Synergy_ZIP=-5.76, Synergy_Bliss=-0.778, Synergy_Loewe=-3.15, Synergy_HSA=-2.79. (8) Drug 1: CC1=CC=C(C=C1)C2=CC(=NN2C3=CC=C(C=C3)S(=O)(=O)N)C(F)(F)F. Drug 2: C1=NC(=NC(=O)N1C2C(C(C(O2)CO)O)O)N. Cell line: SK-MEL-28. Synergy scores: CSS=5.68, Synergy_ZIP=1.56, Synergy_Bliss=1.85, Synergy_Loewe=-11.4, Synergy_HSA=-8.79. (9) Drug 1: C1CCC(C1)C(CC#N)N2C=C(C=N2)C3=C4C=CNC4=NC=N3. Drug 2: C1C(C(OC1N2C=C(C(=O)NC2=O)F)CO)O. Cell line: HCT116. Synergy scores: CSS=36.1, Synergy_ZIP=1.88, Synergy_Bliss=1.51, Synergy_Loewe=-25.7, Synergy_HSA=0.861.